From a dataset of Forward reaction prediction with 1.9M reactions from USPTO patents (1976-2016). Predict the product of the given reaction. (1) Given the reactants [CH:1]1([S:6](Cl)(=[O:8])=[O:7])[CH2:5][CH2:4][CH2:3][CH2:2]1.Cl.[NH2:11][C:12]1[N:17]=[C:16]([C:18]2[CH:27]=[C:26]3[C:21]([CH2:22][CH2:23][N:24]([C:28]([O:30][CH:31]4[CH2:36][CH2:35][NH:34][CH2:33][CH2:32]4)=[O:29])[CH2:25]3)=[CH:20][CH:19]=2)[CH:15]=[C:14]([N:37]2[CH2:42][CH2:41][N:40]([CH3:43])[CH2:39][CH2:38]2)[N:13]=1, predict the reaction product. The product is: [NH2:11][C:12]1[N:17]=[C:16]([C:18]2[CH:27]=[C:26]3[C:21]([CH2:22][CH2:23][N:24]([C:28]([O:30][CH:31]4[CH2:36][CH2:35][N:34]([S:6]([CH:1]5[CH2:5][CH2:4][CH2:3][CH2:2]5)(=[O:8])=[O:7])[CH2:33][CH2:32]4)=[O:29])[CH2:25]3)=[CH:20][CH:19]=2)[CH:15]=[C:14]([N:37]2[CH2:42][CH2:41][N:40]([CH3:43])[CH2:39][CH2:38]2)[N:13]=1. (2) The product is: [C:16]([SiH2:20][O:10][C:35]([CH3:36])([CH3:37])[C:34]1([CH2:42][CH:41]=[O:40])[CH2:4][CH2:3][CH2:2]1)([CH3:19])([CH3:18])[CH3:17]. Given the reactants O[CH2:2][C:3]1(CO)CC[CH2:4]1.S(Cl)(Cl)=[O:10].[C-]#N.[Na+].[C:16]([Si:20](C)(C)Cl)([CH3:19])([CH3:18])[CH3:17].N1C=CN=C1.[CH3:34][CH:35]([CH2:37][AlH][CH2:34][CH:35]([CH3:37])[CH3:36])[CH3:36].C([O:40][CH2:41][CH3:42])C, predict the reaction product. (3) Given the reactants [F:1][C:2]([F:7])([F:6])[C:3]([OH:5])=[O:4].[N:8]1([C:12]([C@@H:14]2[CH2:18][CH:17]([F:19])[CH2:16][N:15]2C(OC(C)(C)C)=O)=[O:13])[CH2:11][CH2:10][CH2:9]1, predict the reaction product. The product is: [F:1][C:2]([F:7])([F:6])[C:3]([OH:5])=[O:4].[N:8]1([C:12]([C@@H:14]2[CH2:18][CH:17]([F:19])[CH2:16][NH:15]2)=[O:13])[CH2:11][CH2:10][CH2:9]1. (4) Given the reactants [Cl:1][C:2]1[C:10]([CH3:11])=[N:9][C:8]2[N:4]([N:5]=[C:6]3[CH2:14][N:13]([C:15]([C:17]4[CH:22]=[CH:21][C:20]([F:23])=[CH:19][C:18]=4[O:24][CH:25]4[CH2:30][CH2:29][NH:28][CH2:27][CH2:26]4)=[O:16])[CH2:12][C:7]3=2)[C:3]=1[CH3:31].C=O.[C:34](O[BH-](OC(=O)C)OC(=O)C)(=O)C.[Na+], predict the reaction product. The product is: [Cl:1][C:2]1[C:10]([CH3:11])=[N:9][C:8]2[N:4]([N:5]=[C:6]3[CH2:14][N:13]([C:15]([C:17]4[CH:22]=[CH:21][C:20]([F:23])=[CH:19][C:18]=4[O:24][CH:25]4[CH2:30][CH2:29][N:28]([CH3:34])[CH2:27][CH2:26]4)=[O:16])[CH2:12][C:7]3=2)[C:3]=1[CH3:31]. (5) Given the reactants Br[C:2]1[CH:24]=[CH:23][C:5]2[CH2:6][CH:7]([CH3:22])[N:8]([C:18]([NH:20][CH3:21])=[O:19])[N:9]=[C:10]([C:11]3[CH:16]=[CH:15][C:14]([Cl:17])=[CH:13][CH:12]=3)[C:4]=2[CH:3]=1.[CH3:25][N:26]1[CH2:31][CH2:30][NH:29][CH2:28][CH2:27]1.CC(C)([O-])C.[Na+].CC(C1C=C(C(C)C)C(C2C=CC=CC=2P(C2CCCCC2)C2CCCCC2)=C(C(C)C)C=1)C.C(=O)(O)[O-].[Na+], predict the reaction product. The product is: [Cl:17][C:14]1[CH:13]=[CH:12][C:11]([C:10]2[C:4]3[CH:3]=[C:2]([N:29]4[CH2:30][CH2:31][N:26]([CH3:25])[CH2:27][CH2:28]4)[CH:24]=[CH:23][C:5]=3[CH2:6][CH:7]([CH3:22])[N:8]([C:18]([NH:20][CH3:21])=[O:19])[N:9]=2)=[CH:16][CH:15]=1. (6) Given the reactants [CH3:1][O:2][C:3]1[CH:4]=[CH:5][C:6]2[NH:12][C:11](=[O:13])[N:10]([CH:14]3[CH2:19][CH2:18][NH:17][CH2:16][CH2:15]3)[CH2:9][CH2:8][C:7]=2[CH:20]=1.CCN(C(C)C)C(C)C.[Cl:30][C:31]1[C:36]([C:37]#[N:38])=[CH:35][N:34]=[C:33](Cl)[CH:32]=1, predict the reaction product. The product is: [Cl:30][C:31]1[C:36]([C:37]#[N:38])=[CH:35][N:34]=[C:33]([N:17]2[CH2:18][CH2:19][CH:14]([N:10]3[CH2:9][CH2:8][C:7]4[CH:20]=[C:3]([O:2][CH3:1])[CH:4]=[CH:5][C:6]=4[NH:12][C:11]3=[O:13])[CH2:15][CH2:16]2)[CH:32]=1.